From a dataset of Retrosynthesis with 50K atom-mapped reactions and 10 reaction types from USPTO. Predict the reactants needed to synthesize the given product. (1) The reactants are: Brc1ccccc1.Nc1cccc(F)c1. Given the product Fc1cccc(Nc2ccccc2)c1, predict the reactants needed to synthesize it. (2) The reactants are: CC(O)c1nc2ccc(F)cc2o1. Given the product CC(=O)c1nc2ccc(F)cc2o1, predict the reactants needed to synthesize it. (3) Given the product O=C(O)C(F)(F)F, predict the reactants needed to synthesize it. The reactants are: CCN=C=O.O=C(Nc1ccc2cc1CCc1cccc(c1)Nc1ncc(Cl)c(n1)N2)C1CCNCC1. (4) Given the product C#CCOc1ccc(OCC2CCCN2C(=O)OC(C)(C)C)cc1, predict the reactants needed to synthesize it. The reactants are: C#CCBr.CC(C)(C)OC(=O)N1CCCC1COc1ccc(O)cc1. (5) Given the product O=C(O)Cc1c(-c2ccc(OCCF)cc2)nc2ccc(Cl)cn12, predict the reactants needed to synthesize it. The reactants are: COC(=O)Cc1c(-c2ccc(OCCF)cc2)nc2ccc(Cl)cn12. (6) Given the product Cc1cc(C)cc(C#CCO)c1, predict the reactants needed to synthesize it. The reactants are: C#CCO.Cc1cc(C)cc(I)c1. (7) Given the product Brc1cc(Br)cc(OCc2ccccc2)c1, predict the reactants needed to synthesize it. The reactants are: Fc1cc(Br)cc(Br)c1.OCc1ccccc1. (8) Given the product CCOC(=O)c1cccc(Nc2ccc(C#N)cc2N)c1, predict the reactants needed to synthesize it. The reactants are: CCOC(=O)c1cccc(Nc2ccc(C#N)cc2[N+](=O)[O-])c1. (9) Given the product CC1(C)CCC(C)(C)c2cc(C#Cc3ccc(C(=O)O)cn3)ccc21, predict the reactants needed to synthesize it. The reactants are: CCOC(=O)c1ccc(C#Cc2ccc3c(c2)C(C)(C)CCC3(C)C)nc1. (10) Given the product CCCN(CCC)Cc1cccc(-c2nc3ccc(C(=O)OC)cc3n2C)c1, predict the reactants needed to synthesize it. The reactants are: CCCN(CCC)Cc1cccc(C(=O)N(C)c2cc(C(=O)OC)ccc2N)c1.